From a dataset of Full USPTO retrosynthesis dataset with 1.9M reactions from patents (1976-2016). Predict the reactants needed to synthesize the given product. (1) Given the product [CH3:30][O:29][C:22]1[CH:23]=[C:24]([O:27][CH3:28])[CH:25]=[CH:26][C:21]=1[CH2:20][C:19]1[C:3]2[C:4](=[O:18])[N:5]([C:12]3[CH:13]=[CH:14][CH:15]=[CH:16][CH:17]=3)[C:6]3[N:7]=[CH:8][CH:9]=[CH:10][C:11]=3[C:2]=2[NH:34][N:33]=1, predict the reactants needed to synthesize it. The reactants are: O[C:2]1[C:11]2[C:6](=[N:7][CH:8]=[CH:9][CH:10]=2)[N:5]([C:12]2[CH:17]=[CH:16][CH:15]=[CH:14][CH:13]=2)[C:4](=[O:18])[C:3]=1[C:19](=O)[CH2:20][C:21]1[CH:26]=[CH:25][C:24]([O:27][CH3:28])=[CH:23][C:22]=1[O:29][CH3:30].O.[NH2:33][NH2:34]. (2) The reactants are: [CH3:1][O:2][C:3]1[N:8]=[C:7]([O:9][CH3:10])[N:6]=[C:5]([CH:11]2[C:19]3[C:14](=[C:15]([F:20])[CH:16]=[CH:17][CH:18]=3)[NH:13][C:12]2=[O:21])[N:4]=1.CN1C=CN=C1.[F:28][C:29]([F:42])([F:41])[S:30](O[S:30]([C:29]([F:42])([F:41])[F:28])(=[O:32])=[O:31])(=[O:32])=[O:31].Cl. Given the product [CH3:1][O:2][C:3]1[N:8]=[C:7]([O:9][CH3:10])[N:6]=[C:5]([CH:11]2[C:19]3[C:14](=[C:15]([F:20])[CH:16]=[CH:17][CH:18]=3)[N:13]([S:30]([C:29]([F:42])([F:41])[F:28])(=[O:32])=[O:31])[C:12]2=[O:21])[N:4]=1, predict the reactants needed to synthesize it. (3) Given the product [C:1]([O:5][C@@H:6]([C:12]1[C:13]([N:36]2[CH2:37][CH2:38][C:39]([CH3:43])([CH3:42])[CH2:40][CH2:41]2)=[C:14]([C:20]2[CH:21]=[N:22][C:23]([O:26][CH2:27][CH2:28][C:29]3[CH:34]=[CH:33][C:32]([F:35])=[CH:31][CH:30]=3)=[CH:24][CH:25]=2)[C:15]([CH3:19])=[N:16][C:17]=1[CH3:18])[C:7]([OH:9])=[O:8])([CH3:4])([CH3:2])[CH3:3], predict the reactants needed to synthesize it. The reactants are: [C:1]([O:5][C@@H:6]([C:12]1[C:13]([N:36]2[CH2:41][CH2:40][C:39]([CH3:43])([CH3:42])[CH2:38][CH2:37]2)=[C:14]([C:20]2[CH:21]=[N:22][C:23]([O:26][CH2:27][CH2:28][C:29]3[CH:34]=[CH:33][C:32]([F:35])=[CH:31][CH:30]=3)=[CH:24][CH:25]=2)[C:15]([CH3:19])=[N:16][C:17]=1[CH3:18])[C:7]([O:9]CC)=[O:8])([CH3:4])([CH3:3])[CH3:2].C1COCC1.[OH-].[Na+].Cl. (4) Given the product [C:13]([O:12][C:10](/[CH:9]=[CH:19]/[C@H:21]1[CH2:26][CH2:25][C@H:24]([C:27]2[CH:28]=[CH:29][C:30]([C:31]([O:33][CH2:34][CH3:35])=[O:32])=[CH:36][CH:37]=2)[CH2:23][CH2:22]1)=[O:11])([CH3:14])([CH3:15])[CH3:16], predict the reactants needed to synthesize it. The reactants are: C(OP([CH2:9][C:10]([O:12][C:13]([CH3:16])([CH3:15])[CH3:14])=[O:11])(OCC)=O)C.[H-].[Na+].[CH:19]([C@H:21]1[CH2:26][CH2:25][C@H:24]([C:27]2[CH:37]=[CH:36][C:30]([C:31]([O:33][CH2:34][CH3:35])=[O:32])=[CH:29][CH:28]=2)[CH2:23][CH2:22]1)=O.S([O-])(O)(=O)=O.[K+]. (5) Given the product [C:1]([O:5][C:6](=[O:15])[NH:7][C@H:8]1[CH2:9][CH2:10][C@@H:11]([NH:14][CH2:21][C:20]2[CH:23]=[CH:24][C:17]([Br:16])=[CH:18][C:19]=2[O:25][C:26]([F:28])([F:27])[F:29])[CH2:12][CH2:13]1)([CH3:4])([CH3:2])[CH3:3], predict the reactants needed to synthesize it. The reactants are: [C:1]([O:5][C:6](=[O:15])[NH:7][CH:8]1[CH2:13][CH2:12][CH:11]([NH2:14])[CH2:10][CH2:9]1)([CH3:4])([CH3:3])[CH3:2].[Br:16][C:17]1[CH:24]=[CH:23][C:20]([CH:21]=O)=[C:19]([O:25][C:26]([F:29])([F:28])[F:27])[CH:18]=1.[BH-](OC(C)=O)(OC(C)=O)OC(C)=O.[Na+].C([O-])(O)=O.[Na+]. (6) Given the product [F:37][C:20]([F:19])([F:36])[C:21]1[CH:22]=[CH:23][C:24]([N:27]2[CH2:31][C@@H:30]3[C@@H:32]([NH:35][C:10]([C@@H:9]4[CH2:13][C:14]5[C:18](=[CH:39][CH:40]=[CH:41][CH:17]=5)[NH:8]4)=[O:12])[CH2:33][CH2:34][C@@H:29]3[CH2:28]2)=[N:25][CH:26]=1, predict the reactants needed to synthesize it. The reactants are: C(OC([N:8]([CH3:18])[C@@H:9]([CH2:13][C:14]([CH3:17])(C)C)[C:10]([OH:12])=O)=O)(C)(C)C.[F:19][C:20]([F:37])([F:36])[C:21]1[CH:22]=[CH:23][C:24]([N:27]2[CH2:31][C@@H:30]3[C@@H:32]([NH2:35])[CH2:33][CH2:34][C@@H:29]3[CH2:28]2)=[N:25][CH:26]=1.F[C:39](F)(F)[C:40]1N=C(N2C[C@@H]3[C@@H](N)CC[C@@H]3C2)C=C[CH:41]=1. (7) Given the product [O:1]1[CH2:2][CH2:3][N:4]([C:7]2[N:12]3[N:13]=[CH:14][CH:15]=[C:11]3[N:10]=[C:9]([NH:16][C:17]([C:19]3[CH:20]=[CH:21][C:22]([C:25]4([C:28]([OH:30])=[O:29])[CH2:26][CH2:27]4)=[CH:23][CH:24]=3)=[O:18])[CH:8]=2)[CH2:5][CH2:6]1, predict the reactants needed to synthesize it. The reactants are: [O:1]1[CH2:6][CH2:5][N:4]([C:7]2[N:12]3[N:13]=[CH:14][CH:15]=[C:11]3[N:10]=[C:9]([NH:16][C:17]([C:19]3[CH:24]=[CH:23][C:22]([C:25]4([C:28]([O:30]C)=[O:29])[CH2:27][CH2:26]4)=[CH:21][CH:20]=3)=[O:18])[CH:8]=2)[CH2:3][CH2:2]1.[OH-].[Na+].Cl. (8) Given the product [OH:15][CH2:14][C:10]1[CH:9]=[C:8]([S:7][C:17]2[CH:18]=[N:19][CH:20]=[C:21]([CH:24]=2)[C:22]#[N:23])[CH:13]=[CH:12][CH:11]=1, predict the reactants needed to synthesize it. The reactants are: C([O-])([O-])=O.[K+].[K+].[SH:7][C:8]1[CH:9]=[C:10]([CH2:14][OH:15])[CH:11]=[CH:12][CH:13]=1.Br[C:17]1[CH:18]=[N:19][CH:20]=[C:21]([CH:24]=1)[C:22]#[N:23].